From a dataset of Forward reaction prediction with 1.9M reactions from USPTO patents (1976-2016). Predict the product of the given reaction. (1) Given the reactants [Cl:1][C:2]1[CH:7]=[CH:6][C:5]([C:8]2[C:14]3[C:15]([CH3:19])=[C:16]([CH3:18])[S:17][C:13]=3[N:12]3[C:20]([CH3:23])=[N:21][N:22]=[C:11]3[C@@:10]3([CH2:25][C@H:24]3[C:26]([OH:28])=[O:27])[N:9]=2)=[CH:4][CH:3]=1.ClC1C=CC(C2C3C(C)=C(C)SC=3N3C(C)=NN=C3[C@]3(CC3C=O)N=2)=CC=1, predict the reaction product. The product is: [Cl:1][C:2]1[CH:3]=[CH:4][C:5]([C:8]2[C:14]3[C:15]([CH3:19])=[C:16]([CH3:18])[S:17][C:13]=3[N:12]3[C:20]([CH3:23])=[N:21][N:22]=[C:11]3[C@:10]3([CH2:25][CH:24]3[C:26]([OH:28])=[O:27])[N:9]=2)=[CH:6][CH:7]=1. (2) Given the reactants N#N.[NH:3]1[C:7]2[CH:8]=[CH:9][CH:10]=[CH:11][C:6]=2[N:5]=[C:4]1[C@H:12]([NH:22][C:23](=[O:39])[NH:24][C@@H:25]1[CH2:30][CH2:29][N:28](C(OC(C)(C)C)=O)[CH2:27][C@@H:26]1[F:38])[CH2:13][C:14]1[CH:19]=[CH:18][C:17]([O:20][CH3:21])=[CH:16][CH:15]=1.FC(F)(F)S(O[Si](C(C)(C)C)(C)C)(=O)=O.[OH-].[Na+], predict the reaction product. The product is: [NH:3]1[C:7]2[CH:8]=[CH:9][CH:10]=[CH:11][C:6]=2[N:5]=[C:4]1[C@H:12]([NH:22][C:23]([NH:24][C@@H:25]1[CH2:30][CH2:29][NH:28][CH2:27][C@@H:26]1[F:38])=[O:39])[CH2:13][C:14]1[CH:15]=[CH:16][C:17]([O:20][CH3:21])=[CH:18][CH:19]=1. (3) The product is: [CH:24]([O:23][CH2:22][CH2:21][CH2:20][N:16]1[C:17](=[O:19])[C:18]2[C:9]([CH2:8][C:5]3[CH:4]=[CH:3][C:2]([Cl:1])=[CH:7][CH:6]=3)=[C:10]([O:32][C:33]3[CH:34]=[N:35][CH:36]=[C:37]([F:39])[CH:38]=3)[CH:11]=[N:12][C:13]=2[N:14]([CH3:31])[C:15]1=[O:30])=[O:25]. Given the reactants [Cl:1][C:2]1[CH:7]=[CH:6][C:5]([CH:8](O)[C:9]2[C:18]3[C:17](=[O:19])[N:16]([CH2:20][CH2:21][CH2:22][O:23][CH:24]4CCCC[O:25]4)[C:15](=[O:30])[N:14]([CH3:31])[C:13]=3[N:12]=[CH:11][C:10]=2[O:32][C:33]2[CH:34]=[N:35][CH:36]=[C:37]([F:39])[CH:38]=2)=[CH:4][CH:3]=1, predict the reaction product.